This data is from Aqueous solubility values for 9,982 compounds from the AqSolDB database. The task is: Regression/Classification. Given a drug SMILES string, predict its absorption, distribution, metabolism, or excretion properties. Task type varies by dataset: regression for continuous measurements (e.g., permeability, clearance, half-life) or binary classification for categorical outcomes (e.g., BBB penetration, CYP inhibition). For this dataset (solubility_aqsoldb), we predict Y. The compound is CCC(O)C(Cl)(Cl)Cl. The Y is -0.948 log mol/L.